From a dataset of Full USPTO retrosynthesis dataset with 1.9M reactions from patents (1976-2016). Predict the reactants needed to synthesize the given product. Given the product [N:21]1[CH:20]=[CH:19][C:18]([C:17]2[C:10]([C:6]3[CH:5]=[C:4]([NH2:1])[CH:9]=[CH:8][CH:7]=3)=[N:11][N:12]3[CH:16]=[CH:15][S:14][C:13]=23)=[CH:23][CH:22]=1, predict the reactants needed to synthesize it. The reactants are: [N+:1]([C:4]1[CH:5]=[C:6]([C:10]2[C:17]([C:18]3[CH:23]=[CH:22][N:21]=[CH:20][CH:19]=3)=[C:13]3[S:14][CH:15]=[CH:16][N:12]3[N:11]=2)[CH:7]=[CH:8][CH:9]=1)([O-])=O.[Cl-].[NH4+].C([O-])(O)=O.[Na+].